This data is from Orexin1 receptor HTS with 218,158 compounds and 233 confirmed actives. The task is: Binary Classification. Given a drug SMILES string, predict its activity (active/inactive) in a high-throughput screening assay against a specified biological target. (1) The drug is Clc1c(cc(S(=O)(=O)N(c2ccccc2)C)cc1)C(OCC(=O)Nc1noc(c1)C)=O. The result is 0 (inactive). (2) The molecule is s1c2c(c(c1c1ccc(OC)cc1)C#CCCO)cc(OC)c(OC)c2. The result is 0 (inactive). (3) The compound is S=c1n([nH]nn1)c1cc(ccc1)C(OC)=O. The result is 0 (inactive). (4) The compound is Clc1ccc(N\N=C2\C(=NN=C2)N)cc1. The result is 0 (inactive). (5) The compound is Clc1n(nc(c1C(OC(C)C(=O)NC(=O)NCC)=O)C)Cc1c(Cl)cccc1. The result is 0 (inactive). (6) The result is 0 (inactive). The compound is S(=O)(=O)(N(C)C)c1cc(COC(=O)CCNC(=O)c2ccc([N+]([O-])=O)cc2)ccc1.